This data is from Reaction yield outcomes from USPTO patents with 853,638 reactions. The task is: Predict the reaction yield, written as a fraction of the theoretical maximum amount of product (1.0 means a 100% yield; for example, 0.34 means a 34% yield). The reactants are [C:1]([C:3]1[CH:8]=[CH:7][CH:6]=[CH:5][C:4]=1[C:9]1[CH:14]=[CH:13][C:12]([CH2:15][CH:16]([C:22](=O)[CH2:23][CH2:24][CH3:25])[C:17](OCC)=[O:18])=[CH:11][CH:10]=1)#[N:2].[O:27]1[CH2:32][CH2:31][CH2:30][CH:29]([NH:33][C:34]2[NH:38][CH:37]=[N:36][N:35]=2)[CH2:28]1. No catalyst specified. The product is [O:18]=[C:17]1[C:16]([CH2:15][C:12]2[CH:13]=[CH:14][C:9]([C:4]3[C:3]([C:1]#[N:2])=[CH:8][CH:7]=[CH:6][CH:5]=3)=[CH:10][CH:11]=2)=[C:22]([CH2:23][CH2:24][CH3:25])[N:35]2[N:36]=[CH:37][N:38]=[C:34]2[N:33]1[CH:29]1[CH2:30][CH2:31][CH2:32][O:27][CH2:28]1. The yield is 0.630.